This data is from Catalyst prediction with 721,799 reactions and 888 catalyst types from USPTO. The task is: Predict which catalyst facilitates the given reaction. (1) Reactant: B(Br)(Br)Br.C[O:6][C:7]1[CH:12]=[CH:11][CH:10]=[CH:9][C:8]=1[O:13][CH2:14][C:15]([F:18])([F:17])[F:16]. Product: [F:16][C:15]([F:17])([F:18])[CH2:14][O:13][C:8]1[CH:9]=[CH:10][CH:11]=[CH:12][C:7]=1[OH:6]. The catalyst class is: 2. (2) Reactant: [C:1]([O:5][C:6]([NH:8][C@@H:9]([CH2:14][C:15]1[C:24]2[C:19](=[CH:20][CH:21]=[CH:22][CH:23]=2)[C:18]([CH2:25][CH2:26][CH2:27][CH2:28][NH:29][C:30]([NH:32][C:33]([C:35]2[C:40]([NH2:41])=[N:39][C:38]([NH2:42])=[C:37]([Cl:43])[N:36]=2)=[O:34])=[NH:31])=[CH:17][CH:16]=1)[C:10]([O:12]C)=[O:11])=[O:7])([CH3:4])([CH3:3])[CH3:2].CO.[Li+].[OH-].Cl. Product: [C:1]([O:5][C:6]([NH:8][C@@H:9]([CH2:14][C:15]1[C:24]2[C:19](=[CH:20][CH:21]=[CH:22][CH:23]=2)[C:18]([CH2:25][CH2:26][CH2:27][CH2:28][NH:29][C:30]([NH:32][C:33]([C:35]2[C:40]([NH2:41])=[N:39][C:38]([NH2:42])=[C:37]([Cl:43])[N:36]=2)=[O:34])=[NH:31])=[CH:17][CH:16]=1)[C:10]([OH:12])=[O:11])=[O:7])([CH3:4])([CH3:2])[CH3:3]. The catalyst class is: 20. (3) Reactant: [CH2:1]([S:8][CH:9]([CH:34](OC)[O:35]C)[CH2:10][NH:11][C:12]([C:14]1[NH:15][C:16]2[C:21]([CH:22]=1)=[C:20]([CH3:23])[CH:19]=[CH:18][C:17]=2[N:24]([CH3:33])[S:25]([C:28]1[S:29][CH:30]=[CH:31][CH:32]=1)(=[O:27])=[O:26])=[O:13])[C:2]1[CH:7]=[CH:6][CH:5]=[CH:4][CH:3]=1.CC(C)=O. Product: [CH2:1]([S:8][CH:9]([CH:34]=[O:35])[CH2:10][NH:11][C:12]([C:14]1[NH:15][C:16]2[C:21]([CH:22]=1)=[C:20]([CH3:23])[CH:19]=[CH:18][C:17]=2[N:24]([CH3:33])[S:25]([C:28]1[S:29][CH:30]=[CH:31][CH:32]=1)(=[O:27])=[O:26])=[O:13])[C:2]1[CH:3]=[CH:4][CH:5]=[CH:6][CH:7]=1. The catalyst class is: 6. (4) Reactant: [NH2:1][C:2]1[CH:3]=[CH:4][C:5]([CH3:9])=[C:6]([OH:8])[CH:7]=1.[C:10](O[C:10]([O:12][C:13]([CH3:16])([CH3:15])[CH3:14])=[O:11])([O:12][C:13]([CH3:16])([CH3:15])[CH3:14])=[O:11]. Product: [OH:8][C:6]1[CH:7]=[C:2]([NH:1][C:10](=[O:11])[O:12][C:13]([CH3:16])([CH3:15])[CH3:14])[CH:3]=[CH:4][C:5]=1[CH3:9]. The catalyst class is: 49.